This data is from Full USPTO retrosynthesis dataset with 1.9M reactions from patents (1976-2016). The task is: Predict the reactants needed to synthesize the given product. (1) Given the product [C:25]1([CH:23]([N:1]2[CH2:2][CH2:3][C:4]3([O:11][C:10]4[C:12]5[C:17]([C:18](=[O:21])[C:19](=[O:20])[C:9]=4[S:8][CH2:7]3)=[CH:16][CH:15]=[CH:14][CH:13]=5)[CH2:5][CH2:6]2)[CH3:24])[CH:30]=[CH:29][CH:28]=[CH:27][CH:26]=1, predict the reactants needed to synthesize it. The reactants are: [NH:1]1[CH2:6][CH2:5][C:4]2([O:11][C:10]3[C:12]4[C:17]([C:18](=[O:21])[C:19](=[O:20])[C:9]=3[S:8][CH2:7]2)=[CH:16][CH:15]=[CH:14][CH:13]=4)[CH2:3][CH2:2]1.Br[CH:23]([C:25]1[CH:30]=[CH:29][CH:28]=[CH:27][CH:26]=1)[CH3:24]. (2) Given the product [CH3:1][O:2][CH2:3][CH2:4][CH2:5][C:6]1[S:10][C:9]([C:11]2[CH:16]=[CH:15][CH:14]=[CH:13][CH:12]=2)=[N:8][C:7]=1[C:17]([O:19][CH2:20][CH3:21])=[O:18], predict the reactants needed to synthesize it. The reactants are: [CH3:1][O:2][CH2:3][C:4]#[C:5][C:6]1[S:10][C:9]([C:11]2[CH:16]=[CH:15][CH:14]=[CH:13][CH:12]=2)=[N:8][C:7]=1[C:17]([O:19][CH2:20][CH3:21])=[O:18]. (3) Given the product [CH:1]1([CH2:4][O:5][C:6]2[CH:7]=[CH:8][CH:9]=[C:10]3[C:15]=2[N:14]=[C:13]([CH:16]=[O:17])[CH:12]=[CH:11]3)[CH2:2][CH2:3]1, predict the reactants needed to synthesize it. The reactants are: [CH:1]1([CH2:4][O:5][C:6]2[CH:7]=[CH:8][CH:9]=[C:10]3[C:15]=2[N:14]=[C:13]([CH3:16])[CH:12]=[CH:11]3)[CH2:3][CH2:2]1.[O:17]1CCOCC1. (4) Given the product [CH3:1][C:2]1[CH:7]=[CH:6][N:5]=[C:4]([N:8]2[CH2:24][C:23]3[C:18](=[CH:19][CH:20]=[CH:21][CH:22]=3)[CH2:17]2)[CH:3]=1, predict the reactants needed to synthesize it. The reactants are: [CH3:1][C:2]1[CH:7]=[CH:6][N:5]=[C:4]([NH2:8])[CH:3]=1.C(N1[CH2:24][C:23]2[C:18](=[CH:19][CH:20]=[CH:21][CH:22]=2)[CH2:17]1)C1C=CC=CC=1. (5) Given the product [CH3:21][N:19]([CH3:20])[CH:16]1[CH2:17][CH2:18][N:14]([C:5]2[N:4]=[C:3]([O:2][CH3:1])[C:8]([NH2:9])=[C:7]([O:12][CH3:13])[N:6]=2)[CH2:15]1, predict the reactants needed to synthesize it. The reactants are: [CH3:1][O:2][C:3]1[C:8]([N+:9]([O-])=O)=[C:7]([O:12][CH3:13])[N:6]=[C:5]([N:14]2[CH2:18][CH2:17][CH:16]([N:19]([CH3:21])[CH3:20])[CH2:15]2)[N:4]=1.